Dataset: NCI-60 drug combinations with 297,098 pairs across 59 cell lines. Task: Regression. Given two drug SMILES strings and cell line genomic features, predict the synergy score measuring deviation from expected non-interaction effect. (1) Drug 1: C1C(C(OC1N2C=C(C(=O)NC2=O)F)CO)O. Drug 2: CCN(CC)CCNC(=O)C1=C(NC(=C1C)C=C2C3=C(C=CC(=C3)F)NC2=O)C. Cell line: CAKI-1. Synergy scores: CSS=13.1, Synergy_ZIP=-3.14, Synergy_Bliss=1.19, Synergy_Loewe=1.97, Synergy_HSA=0.560. (2) Drug 1: COC1=C(C=C2C(=C1)N=CN=C2NC3=CC(=C(C=C3)F)Cl)OCCCN4CCOCC4. Drug 2: CC=C1C(=O)NC(C(=O)OC2CC(=O)NC(C(=O)NC(CSSCCC=C2)C(=O)N1)C(C)C)C(C)C. Cell line: SNB-19. Synergy scores: CSS=69.8, Synergy_ZIP=3.49, Synergy_Bliss=5.46, Synergy_Loewe=1.42, Synergy_HSA=7.91. (3) Drug 1: CS(=O)(=O)C1=CC(=C(C=C1)C(=O)NC2=CC(=C(C=C2)Cl)C3=CC=CC=N3)Cl. Drug 2: CC12CCC3C(C1CCC2=O)CC(=C)C4=CC(=O)C=CC34C. Cell line: U251. Synergy scores: CSS=9.28, Synergy_ZIP=-1.69, Synergy_Bliss=-1.97, Synergy_Loewe=-22.4, Synergy_HSA=-1.03. (4) Drug 1: CCCS(=O)(=O)NC1=C(C(=C(C=C1)F)C(=O)C2=CNC3=C2C=C(C=N3)C4=CC=C(C=C4)Cl)F. Drug 2: C#CCC(CC1=CN=C2C(=N1)C(=NC(=N2)N)N)C3=CC=C(C=C3)C(=O)NC(CCC(=O)O)C(=O)O. Cell line: MOLT-4. Synergy scores: CSS=-5.13, Synergy_ZIP=2.04, Synergy_Bliss=-2.02, Synergy_Loewe=-3.79, Synergy_HSA=-4.45. (5) Drug 1: C1=CC(=CC=C1CCCC(=O)O)N(CCCl)CCCl. Drug 2: B(C(CC(C)C)NC(=O)C(CC1=CC=CC=C1)NC(=O)C2=NC=CN=C2)(O)O. Cell line: NCI-H460. Synergy scores: CSS=13.1, Synergy_ZIP=-13.2, Synergy_Bliss=-9.88, Synergy_Loewe=-10.7, Synergy_HSA=-9.05. (6) Drug 1: C1CN1P(=S)(N2CC2)N3CC3. Drug 2: C1C(C(OC1N2C=NC(=NC2=O)N)CO)O. Cell line: SK-OV-3. Synergy scores: CSS=-0.356, Synergy_ZIP=-1.89, Synergy_Bliss=-0.201, Synergy_Loewe=-4.40, Synergy_HSA=-3.77. (7) Drug 1: CC1CCC2CC(C(=CC=CC=CC(CC(C(=O)C(C(C(=CC(C(=O)CC(OC(=O)C3CCCCN3C(=O)C(=O)C1(O2)O)C(C)CC4CCC(C(C4)OC)O)C)C)O)OC)C)C)C)OC. Drug 2: CCC1(C2=C(COC1=O)C(=O)N3CC4=CC5=C(C=CC(=C5CN(C)C)O)N=C4C3=C2)O.Cl. Cell line: MCF7. Synergy scores: CSS=24.1, Synergy_ZIP=-9.65, Synergy_Bliss=2.87, Synergy_Loewe=-4.99, Synergy_HSA=1.61.